From a dataset of Experimentally validated miRNA-target interactions with 360,000+ pairs, plus equal number of negative samples. Binary Classification. Given a miRNA mature sequence and a target amino acid sequence, predict their likelihood of interaction. The protein sequence of the target gene is MAVEQIDKMAAKAGEATNKWIKPQQPLLTLLLLLATFSQLPAVCSSSILDAASLQEKDPLRDTSMNMIQRNYMVMHSASGSGDHSRSLKRANLANTSITCNDGSHAGFYLRKHPSSKKWIVLLEGGWHCFDVRSCRSRWMRLRHLMTSSQWPETRDVGGILSPHPEENPYWHNANHVLIPYCSSDSWSGTRTEPDTSDRENSWRFMGALILRQVIAELIPVGLGRVPGGELMLVGSSAGGMGVMLNLDRIRDFLVNEKKLQITVRGVSDSGWFLDREPYTPAAVASNEAVRQGWKLWQGL.... Result: 0 (no interaction). The miRNA is rno-miR-155-5p with sequence UUAAUGCUAAUUGUGAUAGGGGU.